Dataset: Forward reaction prediction with 1.9M reactions from USPTO patents (1976-2016). Task: Predict the product of the given reaction. (1) Given the reactants Br[C:2]1[S:11][C:5]2=[N:6][C:7]([Cl:10])=[CH:8][CH:9]=[C:4]2[CH:3]=1.C([Li])CCC.CN(C)[CH:19]=[O:20], predict the reaction product. The product is: [Cl:10][C:7]1[N:6]=[C:5]2[S:11][C:2]([CH:19]=[O:20])=[CH:3][C:4]2=[CH:9][CH:8]=1. (2) Given the reactants O=C1C2C(=CC=CC=2)C(=O)[N:3]1[CH2:12][CH2:13][C:14]1[C:15]([C:24]([O:26]C)=O)=[CH:16][C:17]([O:20][CH:21]([CH3:23])[CH3:22])=[N:18][CH:19]=1.O.NN, predict the reaction product. The product is: [CH3:22][CH:21]([O:20][C:17]1[CH:16]=[C:15]2[C:14]([CH2:13][CH2:12][NH:3][C:24]2=[O:26])=[CH:19][N:18]=1)[CH3:23]. (3) Given the reactants [OH:1][C:2]1[CH:7]=[CH:6][C:5](/[CH:8]=[CH:9]/[C:10]([NH:12][C:13]2[CH:21]=[CH:20][CH:19]=[CH:18][C:14]=2[C:15]([OH:17])=[O:16])=O)=[CH:4][C:3]=1[O:22][CH3:23].[C:24](OC(=O)C)(=[O:26])[CH3:25], predict the reaction product. The product is: [C:24]([O:1][C:2]1[CH:7]=[CH:6][C:5](/[CH:8]=[CH:9]/[C:10]2[O:17][C:15](=[O:16])[C:14]3[CH:18]=[CH:19][CH:20]=[CH:21][C:13]=3[N:12]=2)=[CH:4][C:3]=1[O:22][CH3:23])(=[O:26])[CH3:25]. (4) Given the reactants [I:1][C:2]1[CH:3]=[C:4]([N:8]2[C:12](=[O:13])[CH2:11][NH:10][C:9]2=[O:14])[CH:5]=[CH:6][CH:7]=1.C(N(CC)C(C)C)(C)C.[CH3:24][S:25](Cl)(=[O:27])=[O:26], predict the reaction product. The product is: [I:1][C:2]1[CH:3]=[C:4]([N:8]2[C:12](=[O:13])[CH2:11][N:10]([S:25]([CH3:24])(=[O:27])=[O:26])[C:9]2=[O:14])[CH:5]=[CH:6][CH:7]=1. (5) Given the reactants [O:1]1[CH2:6][CH2:5][N:4]([C:7]2[CH:8]=[CH:9][C:10]3[O:16][CH2:15][CH:14]4[CH2:17][N:18](C(OC(C)(C)C)=O)[CH2:19][CH2:20][N:13]4[C:12](=[O:28])[C:11]=3[N:29]=2)[CH2:3][CH2:2]1.C(OCC)(=O)C.[ClH:36], predict the reaction product. The product is: [ClH:36].[ClH:36].[O:1]1[CH2:6][CH2:5][N:4]([C:7]2[CH:8]=[CH:9][C:10]3[O:16][CH2:15][CH:14]4[CH2:17][NH:18][CH2:19][CH2:20][N:13]4[C:12](=[O:28])[C:11]=3[N:29]=2)[CH2:3][CH2:2]1. (6) Given the reactants I[C:2]1[CH:7]=[CH:6][C:5]([O:8]C(=O)C)=[CH:4][CH:3]=1.[F:12][C:13](I)([F:36])[C:14]([F:35])([F:34])[C:15]([F:33])([F:32])[C:16]([F:31])([F:30])[C:17]([F:29])([F:28])[C:18]([F:27])([F:26])[C:19]([F:25])([F:24])[C:20]([F:23])([F:22])[F:21].O.CCOCC, predict the reaction product. The product is: [F:24][C:19]([F:25])([C:20]([F:21])([F:22])[F:23])[C:18]([F:26])([F:27])[C:17]([F:28])([F:29])[C:16]([F:30])([F:31])[C:15]([F:33])([F:32])[C:14]([F:35])([F:34])[C:13]([F:12])([F:36])[C:2]1[CH:3]=[CH:4][C:5]([OH:8])=[CH:6][CH:7]=1.